This data is from Peptide-MHC class I binding affinity with 185,985 pairs from IEDB/IMGT. The task is: Regression. Given a peptide amino acid sequence and an MHC pseudo amino acid sequence, predict their binding affinity value. This is MHC class I binding data. The peptide sequence is VERLKHGTF. The MHC is HLA-B57:01 with pseudo-sequence HLA-B57:01. The binding affinity (normalized) is 0.0847.